The task is: Predict the reactants needed to synthesize the given product.. This data is from Full USPTO retrosynthesis dataset with 1.9M reactions from patents (1976-2016). (1) Given the product [ClH:1].[Br:18][C:4]1[S:5][CH:6]=[C:2]([Cl:1])[C:3]=1[NH:7][C:8]1[NH:12][C:11]2[CH:13]=[CH:14][C:15]([F:17])=[CH:16][C:10]=2[N:9]=1, predict the reactants needed to synthesize it. The reactants are: [Cl:1][C:2]1[C:3]([NH:7][C:8]2[NH:12][C:11]3[CH:13]=[CH:14][C:15]([F:17])=[CH:16][C:10]=3[N:9]=2)=[CH:4][S:5][CH:6]=1.[Br:18]N1C(=O)CCC1=O.C1(C)C=CC=CC=1. (2) Given the product [C:19]1([C:10]2[CH:11]=[C:12]([C:13]3[CH:18]=[CH:17][CH:16]=[CH:15][CH:14]=3)[N:8]([C:5]3[CH:6]=[CH:7][C:2]([Si:42]([C:45]4[CH:50]=[CH:49][C:48]([N:9]5[C:32]([C:31]6[CH:34]=[CH:7][CH:2]=[CH:3][CH:33]=6)=[CH:11][C:12]([C:13]6[CH:14]=[CH:15][CH:16]=[CH:17][CH:18]=6)=[N:8]5)=[CH:47][CH:46]=4)([C:36]4[CH:41]=[CH:40][CH:39]=[CH:38][CH:37]=4)[C:27]4[CH:26]=[CH:25][CH:30]=[CH:29][CH:28]=4)=[CH:3][CH:4]=3)[N:9]=2)[CH:24]=[CH:23][CH:22]=[CH:21][CH:20]=1, predict the reactants needed to synthesize it. The reactants are: Br[C:2]1[CH:7]=[CH:6][C:5]([N:8]2[C:12]([C:13]3[CH:18]=[CH:17][CH:16]=[CH:15][CH:14]=3)=[CH:11][C:10]([C:19]3[CH:24]=[CH:23][CH:22]=[CH:21][CH:20]=3)=[N:9]2)=[CH:4][CH:3]=1.[CH3:25][CH2:26][CH2:27][CH2:28][CH2:29][CH3:30].[C:31]([Li])([CH3:34])([CH3:33])[CH3:32].[C:36]1([Si:42]([C:45]2[CH:50]=[CH:49][CH:48]=[CH:47][CH:46]=2)(Cl)Cl)[CH:41]=[CH:40][CH:39]=[CH:38][CH:37]=1. (3) Given the product [Cl:32][C:33]1[CH:34]=[C:35]([N:44]2[CH2:49][CH2:48][O:47][C:46]3[CH:50]=[C:51]4[C:56]([NH:57][S:58]([CH3:61])(=[O:60])=[O:59])=[N:55][O:54][C:52]4=[CH:53][C:45]2=3)[CH:36]=[N:37][C:38]=1[O:39][CH2:40][CH:41]([CH3:43])[CH3:42], predict the reactants needed to synthesize it. The reactants are: ClC1C=C(N2CCOC3C=C4C(N)=NOC4=CC2=3)C=NC=1OCC(C)C.CS(Cl)(=O)=O.[Cl:32][C:33]1[CH:34]=[C:35]([N:44]2[CH2:49][CH2:48][O:47][C:46]3[CH:50]=[C:51]4[C:56]([N:57](S(C)(=O)=O)[S:58]([CH3:61])(=[O:60])=[O:59])=[N:55][O:54][C:52]4=[CH:53][C:45]2=3)[CH:36]=[N:37][C:38]=1[O:39][CH2:40][CH:41]([CH3:43])[CH3:42].CCCC[N+](CCCC)(CCCC)CCCC.[F-]. (4) Given the product [Cl:17][CH2:16][CH:18]([OH:20])[CH2:19][N:1]1[CH2:5][CH2:4][CH2:3][C:2]1=[O:6], predict the reactants needed to synthesize it. The reactants are: [NH:1]1[CH2:5][CH2:4][CH2:3][C:2]1=[O:6].C([Li])CCC.B(F)(F)F.[CH2:16]([CH:18]1[O:20][CH2:19]1)[Cl:17]. (5) Given the product [Cl:1][C:2]1[CH:3]=[CH:4][C:5]2[N:6]([C:8]([C:13]#[C:12][CH3:14])=[CH:9][N:10]=2)[N:7]=1, predict the reactants needed to synthesize it. The reactants are: [Cl:1][C:2]1[CH:3]=[CH:4][C:5]2[N:6]([C:8](I)=[CH:9][N:10]=2)[N:7]=1.[CH:12](N(C(C)C)CC)([CH3:14])[CH3:13].C#CC.O. (6) The reactants are: [O:1]=[C:2]1[C:7]2[O:8][C:9]([C:17]3[CH:22]=[CH:21][C:20]([C:23]4([NH:27][C:28](=[O:34])[O:29][C:30]([CH3:33])([CH3:32])[CH3:31])[CH2:26][CH2:25][CH2:24]4)=[CH:19][CH:18]=3)=[C:10]([C:11]3[CH:16]=[CH:15][CH:14]=[CH:13][CH:12]=3)[C:6]=2[CH:5]=[CH:4][NH:3]1.[C:35](=O)([O-])[O-].[K+].[K+].IC. Given the product [CH3:35][N:3]1[CH:4]=[CH:5][C:6]2[C:10]([C:11]3[CH:12]=[CH:13][CH:14]=[CH:15][CH:16]=3)=[C:9]([C:17]3[CH:22]=[CH:21][C:20]([C:23]4([NH:27][C:28](=[O:34])[O:29][C:30]([CH3:31])([CH3:33])[CH3:32])[CH2:24][CH2:25][CH2:26]4)=[CH:19][CH:18]=3)[O:8][C:7]=2[C:2]1=[O:1], predict the reactants needed to synthesize it. (7) Given the product [CH3:65][O:64][C:46]1[CH:45]=[C:44]([CH:63]=[CH:62][C:47]=1[O:48][CH2:49][C:50]1[N:51]=[C:52]([C:56]2[CH:57]=[CH:58][N:59]=[CH:60][CH:61]=2)[O:53][C:54]=1[CH3:55])[CH2:43][N:12]1[C:13]2[CH:1]=[CH:2][CH:3]=[C:4]([O:14][CH2:15][C:16]([CH3:21])([CH3:20])[C:17]([OH:19])=[O:18])[C:5]=2[C:6]2[C:11]1=[CH:10][CH:9]=[CH:8][CH:7]=2, predict the reactants needed to synthesize it. The reactants are: [CH:1]1[C:13]2[NH:12][C:11]3[C:6](=[CH:7][CH:8]=[CH:9][CH:10]=3)[C:5]=2[C:4]([O:14][CH2:15][C:16]([CH3:21])([CH3:20])[C:17]([OH:19])=[O:18])=[CH:3][CH:2]=1.C1C2NC3C(=CC=CC=3)C=2C(OC(C)(C)C(O)=O)=CC=1.Cl[CH2:43][C:44]1[CH:63]=[CH:62][C:47]([O:48][CH2:49][C:50]2[N:51]=[C:52]([C:56]3[CH:61]=[CH:60][N:59]=[CH:58][CH:57]=3)[O:53][C:54]=2[CH3:55])=[C:46]([O:64][CH3:65])[CH:45]=1.ClCC1C=CC(OCC2N=C(C3C=CC=CC=3)OC=2C)=C(OC)C=1. (8) Given the product [Cl:16][CH2:15][C:9]([CH:6]1[CH2:7][CH2:8][C:3]([O:2][CH3:1])([CH3:12])[CH2:4][CH2:5]1)=[O:10], predict the reactants needed to synthesize it. The reactants are: [CH3:1][O:2][C:3]1([CH3:12])[CH2:8][CH2:7][CH:6]([C:9](Cl)=[O:10])[CH2:5][CH2:4]1.[N+](=[CH2:15])=[N-].[ClH:16].